Task: Regression. Given two drug SMILES strings and cell line genomic features, predict the synergy score measuring deviation from expected non-interaction effect.. Dataset: NCI-60 drug combinations with 297,098 pairs across 59 cell lines Drug 1: C1CCN(CC1)CCOC2=CC=C(C=C2)C(=O)C3=C(SC4=C3C=CC(=C4)O)C5=CC=C(C=C5)O. Drug 2: CC1=C(C=C(C=C1)NC(=O)C2=CC=C(C=C2)CN3CCN(CC3)C)NC4=NC=CC(=N4)C5=CN=CC=C5. Cell line: TK-10. Synergy scores: CSS=-3.89, Synergy_ZIP=1.29, Synergy_Bliss=-0.476, Synergy_Loewe=-4.70, Synergy_HSA=-4.74.